This data is from Choline transporter screen with 302,306 compounds. The task is: Binary Classification. Given a drug SMILES string, predict its activity (active/inactive) in a high-throughput screening assay against a specified biological target. (1) The compound is Brc1ccc(C(=O)NCC(=O)NNC2=c3c(=NC2=O)ccc([N+]([O-])=O)c3)cc1. The result is 0 (inactive). (2) The molecule is S(=O)(=O)(N(CC(=O)N1CCCC1)c1cc(ccc1)C)c1ccccc1. The result is 0 (inactive). (3) The drug is O=C1Nc2c(C1Cc1ccc(N(C)C)cc1)cccc2. The result is 0 (inactive).